Dataset: Forward reaction prediction with 1.9M reactions from USPTO patents (1976-2016). Task: Predict the product of the given reaction. (1) Given the reactants [Cl:1][C:2]1[CH:7]=[C:6]([Cl:8])[CH:5]=[CH:4][C:3]=1Br.[Li]C(C)(C)C.[CH3:15][CH:16]1[CH2:21][CH2:20][O:19][C:17]1=[O:18], predict the reaction product. The product is: [Cl:1][C:2]1[CH:7]=[C:6]([Cl:8])[CH:5]=[CH:4][C:3]=1[C:17](=[O:18])[CH:16]([CH3:15])[CH2:21][CH2:20][OH:19]. (2) Given the reactants [C:1]1([CH:7]([NH2:11])[CH2:8][C:9]#[CH:10])[CH:6]=[CH:5][CH:4]=[CH:3][CH:2]=1.[Cl:12][CH2:13][CH2:14][N:15]=[C:16]=[O:17].C(N(CC)CC)C, predict the reaction product. The product is: [Cl:12][CH2:13][CH2:14][NH:15][C:16]([NH:11][CH:7]([C:1]1[CH:6]=[CH:5][CH:4]=[CH:3][CH:2]=1)[CH2:8][C:9]#[CH:10])=[O:17].